From a dataset of Forward reaction prediction with 1.9M reactions from USPTO patents (1976-2016). Predict the product of the given reaction. (1) Given the reactants [N:1]1[CH:6]=[CH:5][CH:4]=[C:3]([NH:7][S:8]([C:11]2[CH:12]=[C:13]([NH2:17])[CH:14]=[CH:15][CH:16]=2)(=[O:10])=[O:9])[CH:2]=1.Cl[Si](C)(C)C.[C:23](C1NC=CN=1)(C1NC=CN=1)=[O:24].[CH3:35][O:36][C:37]1[CH:38]=[C:39]2[C:43](=[CH:44][C:45]=1[C:46]([F:49])([F:48])[F:47])[NH:42][CH2:41][CH2:40]2, predict the reaction product. The product is: [N:1]1[CH:6]=[CH:5][CH:4]=[C:3]([NH:7][S:8]([C:11]2[CH:12]=[C:13]([NH:17][C:23]([N:42]3[C:43]4[C:39](=[CH:38][C:37]([O:36][CH3:35])=[C:45]([C:46]([F:49])([F:47])[F:48])[CH:44]=4)[CH2:40][CH2:41]3)=[O:24])[CH:14]=[CH:15][CH:16]=2)(=[O:10])=[O:9])[CH:2]=1. (2) Given the reactants [CH3:1][C:2]1[N:3]=[C:4]2[S:22][CH:21]=[CH:20][N:5]2[C:6](=[O:19])[C:7]=1[C:8]1[CH:13]=[CH:12][C:11]([O:14][C:15]([F:18])([F:17])[F:16])=[CH:10][CH:9]=1.[CH:23]1([CH2:26][O:27][C:28]2[C:35]([F:36])=[CH:34][CH:33]=[CH:32][C:29]=2[CH:30]=O)[CH2:25][CH2:24]1.[O-]CC.[Na+], predict the reaction product. The product is: [CH:23]1([CH2:26][O:27][C:28]2[C:35]([F:36])=[CH:34][CH:33]=[CH:32][C:29]=2/[CH:30]=[CH:1]/[C:2]2[N:3]=[C:4]3[S:22][CH:21]=[CH:20][N:5]3[C:6](=[O:19])[C:7]=2[C:8]2[CH:13]=[CH:12][C:11]([O:14][C:15]([F:17])([F:18])[F:16])=[CH:10][CH:9]=2)[CH2:24][CH2:25]1. (3) The product is: [C:3]([O:7][C:8]([NH:10][C:11]1[CH:12]=[CH:13][C:14]([CH2:17][CH2:18][O:19][C:39]2[CH:38]=[CH:37][C:36]([CH2:35][C:34]([O:44][CH2:45][CH3:46])([CH3:43])[C:33]([OH:47])=[O:32])=[CH:41][CH:40]=2)=[CH:15][CH:16]=1)=[O:9])([CH3:4])([CH3:5])[CH3:6]. Given the reactants [OH-].[Na+].[C:3]([O:7][C:8]([NH:10][C:11]1[CH:16]=[CH:15][C:14]([CH2:17][CH2:18][O:19]S(C2C=CC(C)=CC=2)(=O)=O)=[CH:13][CH:12]=1)=[O:9])([CH3:6])([CH3:5])[CH3:4].C([O:32][C:33](=[O:47])[C:34]([O:44][CH2:45][CH3:46])([CH3:43])[CH2:35][C:36]1[CH:41]=[CH:40][C:39](O)=[CH:38][CH:37]=1)C.O, predict the reaction product. (4) Given the reactants [OH:1][CH:2]1[CH2:6][CH2:5][N:4]([CH3:7])[CH2:3]1.CCN(CC)CC.[CH3:15][S:16](Cl)(=[O:18])=[O:17], predict the reaction product. The product is: [CH3:15][S:16]([O:1][CH:2]1[CH2:6][CH2:5][N:4]([CH3:7])[CH2:3]1)(=[O:18])=[O:17]. (5) Given the reactants [CH3:1][C:2]1([CH3:15])[CH2:14][C:5]2[C:6]3[CH2:11][CH2:10][NH:9][C:8](=[O:12])[C:7]=3[S:13][C:4]=2[CH2:3]1.[C:16]([O:19][CH2:20][C:21]1[C:26]([Br:27])=[CH:25][C:24]([F:28])=[CH:23][C:22]=1Br)(=[O:18])[CH3:17].CC1(C)C2C(=C(P(C3C=CC=CC=3)C3C=CC=CC=3)C=CC=2)OC2C(P(C3C=CC=CC=3)C3C=CC=CC=3)=CC=CC1=2.C([O-])([O-])=O.[Cs+].[Cs+], predict the reaction product. The product is: [C:16]([O:19][CH2:20][C:21]1[C:22]([N:9]2[CH2:10][CH2:11][C:6]3[C:5]4[CH2:14][C:2]([CH3:15])([CH3:1])[CH2:3][C:4]=4[S:13][C:7]=3[C:8]2=[O:12])=[CH:23][C:24]([F:28])=[CH:25][C:26]=1[Br:27])(=[O:18])[CH3:17]. (6) Given the reactants Br.[O:2]=[C:3]1[CH:7]=[C:6]([C@H:8]2[CH2:13][CH2:12][N:11](C(OC)=O)[C@H:10]([CH2:18][C:19]3[CH:24]=[CH:23][C:22]([C:25]([F:28])([F:27])[F:26])=[CH:21][CH:20]=3)[CH2:9]2)[O:5][NH:4]1, predict the reaction product. The product is: [F:28][C:25]([F:26])([F:27])[C:22]1[CH:21]=[CH:20][C:19]([CH2:18][C@@H:10]2[CH2:9][C@@H:8]([C:6]3[O:5][NH:4][C:3](=[O:2])[CH:7]=3)[CH2:13][CH2:12][NH:11]2)=[CH:24][CH:23]=1. (7) Given the reactants [CH3:1][CH:2]([OH:4])[CH3:3].[N+](=[CH:7][C:8]([O:10][CH2:11][CH3:12])=[O:9])=[N-], predict the reaction product. The product is: [CH2:11]([O:10][C:8](=[O:9])[CH2:7][O:4][CH:2]([CH3:3])[CH3:1])[CH3:12]. (8) Given the reactants CN(C(ON1N=NC2C=CC=CC1=2)=[N+](C)C)C.[B-](F)(F)(F)F.[CH3:23][O:24][C:25]1[CH:26]=[CH:27][C:28]2[NH:34][C:33](=[O:35])[N:32]([CH:36]3[CH2:41][CH2:40][N:39]([C:42]4[N:47]=[CH:46][N:45]=[C:44]([C:48](O)=[O:49])[CH:43]=4)[CH2:38][CH2:37]3)[CH2:31][CH2:30][C:29]=2[CH:51]=1.Cl.[CH3:53][C:54]1([CH3:67])[CH2:59][NH:58][CH2:57][C:56]2[C:60]([C:63]([F:66])([F:65])[F:64])=[N:61][NH:62][C:55]1=2, predict the reaction product. The product is: [CH3:53][C:54]1([CH3:67])[CH2:59][N:58]([C:48]([C:44]2[N:45]=[CH:46][N:47]=[C:42]([N:39]3[CH2:38][CH2:37][CH:36]([N:32]4[CH2:31][CH2:30][C:29]5[CH:51]=[C:25]([O:24][CH3:23])[CH:26]=[CH:27][C:28]=5[NH:34][C:33]4=[O:35])[CH2:41][CH2:40]3)[CH:43]=2)=[O:49])[CH2:57][C:56]2[C:60]([C:63]([F:66])([F:64])[F:65])=[N:61][NH:62][C:55]1=2. (9) Given the reactants [CH3:1][O:2][C:3](=[O:26])[CH:4]([C:9]1[CH:10]=[C:11]([C:16]2[CH:21]=[CH:20][C:19]([C:22]([F:25])([F:24])[F:23])=[CH:18][CH:17]=2)[CH:12]=[C:13]([OH:15])[CH:14]=1)[CH2:5][CH:6]([CH3:8])[CH3:7].[CH3:27][O:28][C:29]1[CH:34]=[CH:33][C:32](B(O)O)=[CH:31][C:30]=1[C:38]([F:41])([F:40])[F:39], predict the reaction product. The product is: [CH3:1][O:2][C:3](=[O:26])[CH:4]([C:9]1[CH:10]=[C:11]([C:16]2[CH:17]=[CH:18][C:19]([C:22]([F:23])([F:25])[F:24])=[CH:20][CH:21]=2)[CH:12]=[C:13]([O:15][C:32]2[CH:33]=[CH:34][C:29]([O:28][CH3:27])=[C:30]([C:38]([F:39])([F:41])[F:40])[CH:31]=2)[CH:14]=1)[CH2:5][CH:6]([CH3:8])[CH3:7].